Task: Regression. Given two drug SMILES strings and cell line genomic features, predict the synergy score measuring deviation from expected non-interaction effect.. Dataset: NCI-60 drug combinations with 297,098 pairs across 59 cell lines (1) Drug 1: C1=CC(=CC=C1CCC2=CNC3=C2C(=O)NC(=N3)N)C(=O)NC(CCC(=O)O)C(=O)O. Drug 2: C1C(C(OC1N2C=C(C(=O)NC2=O)F)CO)O. Cell line: SK-OV-3. Synergy scores: CSS=62.1, Synergy_ZIP=5.70, Synergy_Bliss=5.49, Synergy_Loewe=9.75, Synergy_HSA=12.3. (2) Drug 1: C1CCN(CC1)CCOC2=CC=C(C=C2)C(=O)C3=C(SC4=C3C=CC(=C4)O)C5=CC=C(C=C5)O. Drug 2: CNC(=O)C1=CC=CC=C1SC2=CC3=C(C=C2)C(=NN3)C=CC4=CC=CC=N4. Cell line: PC-3. Synergy scores: CSS=1.59, Synergy_ZIP=2.47, Synergy_Bliss=6.19, Synergy_Loewe=3.35, Synergy_HSA=3.70. (3) Drug 1: C1=CC(=C2C(=C1NCCNCCO)C(=O)C3=C(C=CC(=C3C2=O)O)O)NCCNCCO. Drug 2: CC1CCC2CC(C(=CC=CC=CC(CC(C(=O)C(C(C(=CC(C(=O)CC(OC(=O)C3CCCCN3C(=O)C(=O)C1(O2)O)C(C)CC4CCC(C(C4)OC)OCCO)C)C)O)OC)C)C)C)OC. Cell line: DU-145. Synergy scores: CSS=67.3, Synergy_ZIP=0.608, Synergy_Bliss=1.71, Synergy_Loewe=2.47, Synergy_HSA=5.38. (4) Drug 1: C1=CC(=CC=C1CCC2=CNC3=C2C(=O)NC(=N3)N)C(=O)NC(CCC(=O)O)C(=O)O. Drug 2: COC1=NC(=NC2=C1N=CN2C3C(C(C(O3)CO)O)O)N. Cell line: NCIH23. Synergy scores: CSS=10.4, Synergy_ZIP=-2.90, Synergy_Bliss=0.718, Synergy_Loewe=-1.60, Synergy_HSA=0.225. (5) Drug 1: CN(CCCl)CCCl.Cl. Drug 2: C(CCl)NC(=O)N(CCCl)N=O. Cell line: EKVX. Synergy scores: CSS=10.0, Synergy_ZIP=-3.97, Synergy_Bliss=-0.612, Synergy_Loewe=-0.836, Synergy_HSA=1.15. (6) Drug 1: C1=NC2=C(N1)C(=S)N=C(N2)N. Drug 2: CC1C(C(CC(O1)OC2CC(CC3=C2C(=C4C(=C3O)C(=O)C5=CC=CC=C5C4=O)O)(C(=O)C)O)N)O. Cell line: 786-0. Synergy scores: CSS=53.8, Synergy_ZIP=-6.38, Synergy_Bliss=-8.87, Synergy_Loewe=-7.19, Synergy_HSA=-5.06. (7) Drug 1: C1=NC2=C(N=C(N=C2N1C3C(C(C(O3)CO)O)O)F)N. Drug 2: CC(C)(C#N)C1=CC(=CC(=C1)CN2C=NC=N2)C(C)(C)C#N. Cell line: NCI/ADR-RES. Synergy scores: CSS=46.8, Synergy_ZIP=-0.258, Synergy_Bliss=-0.302, Synergy_Loewe=0.453, Synergy_HSA=0.545.